From a dataset of Forward reaction prediction with 1.9M reactions from USPTO patents (1976-2016). Predict the product of the given reaction. (1) Given the reactants [CH2:1]([O:8][C@H:9]([CH3:13])[C:10]([OH:12])=O)[C:2]1[CH:7]=[CH:6][CH:5]=[CH:4][CH:3]=1.C1(N=C=NC2CCCCC2)CCCCC1.[NH2:29][C@H:30]1[CH2:34][C@@H:33]([N:35]2[CH:43]=[N:42][C:41]3[C:36]2=[N:37][C:38]([Cl:45])=[N:39][C:40]=3[Cl:44])[C@H:32]([OH:46])[C@@H:31]1[OH:47], predict the reaction product. The product is: [CH2:1]([O:8][C@H:9]([CH3:13])[C:10]([NH:29][C@H:30]1[CH2:34][C@@H:33]([N:35]2[CH:43]=[N:42][C:41]3[C:36]2=[N:37][C:38]([Cl:45])=[N:39][C:40]=3[Cl:44])[C@H:32]([OH:46])[C@@H:31]1[OH:47])=[O:12])[C:2]1[CH:3]=[CH:4][CH:5]=[CH:6][CH:7]=1. (2) Given the reactants C(OC(=O)[NH:5][C:6]1[C:7]([C:14]#[C:15][Si](C)(C)C)=[N:8][CH:9]=[CH:10][C:11]=1[O:12][CH3:13])C.[OH-].[K+], predict the reaction product. The product is: [CH3:13][O:12][C:11]1[CH:10]=[CH:9][N:8]=[C:7]2[CH:14]=[CH:15][NH:5][C:6]=12.